This data is from Full USPTO retrosynthesis dataset with 1.9M reactions from patents (1976-2016). The task is: Predict the reactants needed to synthesize the given product. (1) The reactants are: C([O-])(=O)C.[Na+].[O:6]1[C:15]2[C:10](=[CH:11][CH:12]=[CH:13][CH:14]=2)[C:9](=O)[CH2:8][CH2:7]1.Cl.[NH2:18][OH:19]. Given the product [O:6]1[C:15]2[C:10](=[CH:11][CH:12]=[CH:13][CH:14]=2)/[C:9](=[N:18]/[OH:19])/[CH2:8][CH2:7]1, predict the reactants needed to synthesize it. (2) Given the product [CH2:1]([C@H:8]1[CH2:13][N:12]([C:14]2[CH:22]=[C:21]3[C:17]([C:18]([CH2:27][CH3:28])=[N:19][N:20]3[CH:23]3[CH2:26][CH2:25][CH2:24]3)=[CH:16][CH:15]=2)[CH2:11][CH2:10][N:9]1[C:29](=[O:36])[CH2:30][C:31]1[CH:32]=[N:33][N:34]([CH2:39][CH3:40])[CH:35]=1)[C:2]1[CH:7]=[CH:6][CH:5]=[CH:4][CH:3]=1, predict the reactants needed to synthesize it. The reactants are: [CH2:1]([C@H:8]1[CH2:13][N:12]([C:14]2[CH:22]=[C:21]3[C:17]([C:18]([CH2:27][CH3:28])=[N:19][N:20]3[CH:23]3[CH2:26][CH2:25][CH2:24]3)=[CH:16][CH:15]=2)[CH2:11][CH2:10][N:9]1[C:29](=[O:36])[CH2:30][C:31]1[CH:32]=[N:33][NH:34][CH:35]=1)[C:2]1[CH:7]=[CH:6][CH:5]=[CH:4][CH:3]=1.[H-].[Na+].[CH2:39](I)[CH3:40]. (3) The reactants are: [CH2:1]([O:3][C:4](=[O:29])[CH2:5][O:6][C:7]1[CH:12]=[CH:11][C:10]([O:13]CC=C)=[CH:9][C:8]=1[C:17](=[O:28])[NH:18][CH2:19][C:20]1[CH:25]=[CH:24][C:23]([Br:26])=[CH:22][C:21]=1[F:27])[CH3:2].O1CCOCC1.N1CCCC1. Given the product [CH2:1]([O:3][C:4](=[O:29])[CH2:5][O:6][C:7]1[CH:12]=[CH:11][C:10]([OH:13])=[CH:9][C:8]=1[C:17](=[O:28])[NH:18][CH2:19][C:20]1[CH:25]=[CH:24][C:23]([Br:26])=[CH:22][C:21]=1[F:27])[CH3:2], predict the reactants needed to synthesize it. (4) Given the product [CH3:18][CH:19]1[CH2:23][CH2:22][CH2:21][N:20]1[CH2:24][CH2:25][CH2:26][O:27][C:28]1[CH:33]=[CH:32][C:31]([C:34]2[S:35][C:36]3[CH2:41][CH2:40][CH2:39][N:38]([S:14]([N:8]4[CH2:13][CH2:12][O:11][CH2:10][CH2:9]4)(=[O:16])=[O:15])[C:37]=3[N:42]=2)=[CH:30][CH:29]=1, predict the reactants needed to synthesize it. The reactants are: C(N(CC)CC)C.[N:8]1([S:14](Cl)(=[O:16])=[O:15])[CH2:13][CH2:12][O:11][CH2:10][CH2:9]1.[CH3:18][CH:19]1[CH2:23][CH2:22][CH2:21][N:20]1[CH2:24][CH2:25][CH2:26][O:27][C:28]1[CH:33]=[CH:32][C:31]([C:34]2[S:35][C:36]3[CH2:41][CH2:40][CH2:39][NH:38][C:37]=3[N:42]=2)=[CH:30][CH:29]=1.C(=O)([O-])[O-].[K+].[K+]. (5) Given the product [F:25][C:23]1[C:16]2[N:17]([CH3:22])[C:18](=[O:21])[O:19][CH2:20][C:15]=2[CH:14]=[C:13]([NH:12][C:2](=[O:3])[O:4][CH2:5][C:6]2[CH:11]=[CH:10][CH:9]=[CH:8][CH:7]=2)[CH:24]=1, predict the reactants needed to synthesize it. The reactants are: Cl[C:2]([O:4][CH2:5][C:6]1[CH:11]=[CH:10][CH:9]=[CH:8][CH:7]=1)=[O:3].[NH2:12][C:13]1[CH:24]=[C:23]([F:25])[C:16]2[N:17]([CH3:22])[C:18](=[O:21])[O:19][CH2:20][C:15]=2[CH:14]=1.N1C=CC=CC=1. (6) Given the product [Cl:6][C:7]1[C:8]([CH3:19])=[C:9]2[C:10]([C:15](=[O:2])[C:14](=[O:20])[NH:13]2)=[CH:11][CH:12]=1, predict the reactants needed to synthesize it. The reactants are: S(=O)(=O)(O)[OH:2].[Cl:6][C:7]1[C:8]([CH3:19])=[C:9]([N:13]=[C:14](Cl)[CH:15]=NO)[CH:10]=[CH:11][CH:12]=1.[OH2:20].